Dataset: Reaction yield outcomes from USPTO patents with 853,638 reactions. Task: Predict the reaction yield, written as a fraction of the theoretical maximum amount of product (1.0 means a 100% yield; for example, 0.34 means a 34% yield). (1) The reactants are C[Si]([N-][Si](C)(C)C)(C)C.[Na+].C(OC([N:18]1[C:22]([NH2:23])=[CH:21][C:20]([CH2:24][CH2:25][C:26]2[CH:31]=[C:30]([O:32][CH3:33])[CH:29]=[C:28]([O:34][CH3:35])[CH:27]=2)=[N:19]1)=O)(C)(C)C.[NH2:36][CH:37]([CH3:49])[CH2:38][C:39]1[CH:48]=[CH:47][C:42]([C:43](OC)=[O:44])=[CH:41][CH:40]=1. The catalyst is C1COCC1. The product is [NH2:36][CH:37]([CH3:49])[CH2:38][C:39]1[CH:48]=[CH:47][C:42]([C:43]([NH:23][C:22]2[CH:21]=[C:20]([CH2:24][CH2:25][C:26]3[CH:27]=[C:28]([O:34][CH3:35])[CH:29]=[C:30]([O:32][CH3:33])[CH:31]=3)[NH:19][N:18]=2)=[O:44])=[CH:41][CH:40]=1. The yield is 0.0400. (2) The reactants are [C:1]([C:3]1([C:7]2[CH:8]=[C:9]([CH:14]=[CH:15][CH:16]=2)[C:10]([O:12]C)=[O:11])[CH2:6][CH2:5][CH2:4]1)#[N:2].O.[OH-].[Li+].O1CCCC1.CO. The catalyst is O. The product is [C:1]([C:3]1([C:7]2[CH:8]=[C:9]([CH:14]=[CH:15][CH:16]=2)[C:10]([OH:12])=[O:11])[CH2:4][CH2:5][CH2:6]1)#[N:2]. The yield is 0.860. (3) The reactants are Cl.Cl[C:3]1[CH:4]=[CH:5][C:6]([O:14][CH3:15])=[C:7]2[C:12]=1[N:11]=[C:10]([CH3:13])[CH:9]=[CH:8]2.[OH-].[Na+]. The catalyst is [Pd].CO. The product is [CH3:15][O:14][C:6]1[CH:5]=[CH:4][CH:3]=[C:12]2[C:7]=1[CH:8]=[CH:9][C:10]([CH3:13])=[N:11]2. The yield is 0.630. (4) The reactants are [Br:1][C:2]1[N:6]([CH3:7])[N:5]=[CH:4][C:3]=1[C:8]([OH:10])=O.C(Cl)(=O)C(Cl)=O.CN(C)C=O.[NH2:22][C:23]1[C:24]([F:48])=[CH:25][C:26]([Cl:47])=[C:27]([CH:46]=1)[O:28][C:29]1[CH:43]=[CH:42][C:32]2[N:33]=[C:34]([NH:36][C:37]([CH:39]3[CH2:41][CH2:40]3)=[O:38])[S:35][C:31]=2[C:30]=1[C:44]#[N:45]. The catalyst is O1CCCC1.C(OCC)(=O)C. The product is [Br:1][C:2]1[N:6]([CH3:7])[N:5]=[CH:4][C:3]=1[C:8]([NH:22][C:23]1[CH:46]=[C:27]([O:28][C:29]2[CH:43]=[CH:42][C:32]3[N:33]=[C:34]([NH:36][C:37]([CH:39]4[CH2:41][CH2:40]4)=[O:38])[S:35][C:31]=3[C:30]=2[C:44]#[N:45])[C:26]([Cl:47])=[CH:25][C:24]=1[F:48])=[O:10]. The yield is 0.260. (5) The product is [OH:26][CH2:24][C:18]1([C:12]2[CH:13]=[CH:14][CH:15]=[CH:16][CH:17]=2)[CH2:19][CH2:20][N:21]([C:33]([O:34][C:35]([CH3:38])([CH3:37])[CH3:36])=[O:39])[CH2:22][CH2:23]1. The yield is 0.630. The catalyst is O1CCCC1.C(OCC)(=O)C. The reactants are CC1C=CC(S(O)(=O)=O)=CC=1.[C:12]1([C:18]2([C:24]([OH:26])=O)[CH2:23][CH2:22][NH:21][CH2:20][CH2:19]2)[CH:17]=[CH:16][CH:15]=[CH:14][CH:13]=1.O1CCCC1.B.[C:33](=O)([O:39]C(C)(C)C)[O:34][C:35]([CH3:38])([CH3:37])[CH3:36].[OH-].[Na+]. (6) The reactants are [Cl:1][C:2]1[CH:7]=[CH:6][C:5]([CH2:8][C:9]#[N:10])=[CH:4][C:3]=1[OH:11].C([O-])([O-])=O.[K+].[K+].[CH:18]1[CH:23]=[CH:22][C:21]([CH2:24]Br)=[CH:20][CH:19]=1. The catalyst is CC#N. The product is [CH2:24]([O:11][C:3]1[CH:4]=[C:5]([CH2:8][C:9]#[N:10])[CH:6]=[CH:7][C:2]=1[Cl:1])[C:21]1[CH:22]=[CH:23][CH:18]=[CH:19][CH:20]=1. The yield is 0.600. (7) The reactants are [C:1]1([C:7]2[CH:8]=[C:9](C3C4C(C=C5C=3C=CC=C5)=CC=CC=4)[CH:10]=[CH:11][C:12]=2[C:13]2[CH:18]=[CH:17][CH:16]=[CH:15][CH:14]=2)[CH:6]=[CH:5][CH:4]=[CH:3][CH:2]=1.C1C(=O)N(Br)C(=O)C1.C1([C:47]2[CH:48]=[C:49]([C:59]3[C:60]4[C:65]([C:66]([Br:73])=C5C=3C=CC=C5)=[CH:64][CH:63]=[CH:62][CH:61]=4)[CH:50]=[CH:51][C:52]=2C2C=CC=CC=2)C=CC=CC=1. The catalyst is CN(C=O)C.O. The product is [C:13]1([C:12]2[CH:11]=[C:10]([C:61]3[C:60]4[C:65](=[C:66]([Br:73])[C:48]5[C:49]([CH:59]=4)=[CH:50][CH:51]=[CH:52][CH:47]=5)[CH:64]=[CH:63][CH:62]=3)[CH:9]=[CH:8][C:7]=2[C:1]2[CH:6]=[CH:5][CH:4]=[CH:3][CH:2]=2)[CH:14]=[CH:15][CH:16]=[CH:17][CH:18]=1. The yield is 0.950.